Dataset: Full USPTO retrosynthesis dataset with 1.9M reactions from patents (1976-2016). Task: Predict the reactants needed to synthesize the given product. (1) Given the product [CH2:28]1[C@@H:6]2[C:7](=[O:26])[C@:8]3([CH2:23][CH2:22][C@H:21]4[C@@H:11]([CH2:12][CH:13]=[C:14]5[C@:19]4([CH3:20])[CH2:18][CH2:17][C:16]([O:24][CH3:25])=[CH:15]5)[C@@H:10]3[C@H:5]12)[CH3:9], predict the reactants needed to synthesize it. The reactants are: C(O[C@@H:5]1[C@H:10]2[C@H:11]3[C@H:21]([CH2:22][CH2:23][C@:8]2([CH3:9])[C:7](=[O:26])[CH2:6]1)[C@:19]1([CH3:20])[C:14]([CH:15]=[C:16]([O:24][CH3:25])[CH2:17][CH2:18]1)=[CH:13][CH2:12]3)(=O)C.[I-].[CH3:28][S+](C)(C)=O.[OH-].[K+]. (2) The reactants are: [NH:1]1[CH2:6][CH2:5][CH2:4][CH:3]([CH2:7][NH:8][C:9]([C:11]2[C:15]3[N:16]=[CH:17][N:18]=[C:19]([C:20]4[C:28]5[O:27][CH2:26][O:25][C:24]=5[CH:23]=[CH:22][C:21]=4[O:29][CH2:30][CH:31]4[CH2:33][CH2:32]4)[C:14]=3[NH:13][CH:12]=2)=[O:10])[CH2:2]1.Cl[C:35]([O:37][CH2:38][CH3:39])=[O:36]. Given the product [CH2:38]([O:37][C:35]([N:1]1[CH2:6][CH2:5][CH2:4][CH:3]([CH2:7][NH:8][C:9]([C:11]2[C:15]3[N:16]=[CH:17][N:18]=[C:19]([C:20]4[C:28]5[O:27][CH2:26][O:25][C:24]=5[CH:23]=[CH:22][C:21]=4[O:29][CH2:30][CH:31]4[CH2:33][CH2:32]4)[C:14]=3[NH:13][CH:12]=2)=[O:10])[CH2:2]1)=[O:36])[CH3:39], predict the reactants needed to synthesize it. (3) Given the product [CH3:11][O:12][CH2:13][CH2:14][CH2:15][O:2][C:1]1[CH:8]=[CH:7][CH:6]=[CH:5][C:3]=1[OH:4], predict the reactants needed to synthesize it. The reactants are: [C:1]1([C:3](=[CH:5][CH:6]=[CH:7][CH:8]=1)[OH:4])[OH:2].[H-].[Na+].[CH3:11][O:12][CH2:13][CH2:14][CH2:15]Br. (4) The reactants are: Br[CH2:2][CH2:3][C:4]1[CH:9]=[CH:8][C:7]([C:10](=[O:15])[C:11]([OH:14])([CH3:13])[CH3:12])=[CH:6][CH:5]=1.[P:16]([O:23]CC)([O:20]CC)[O:17]CC.C[Si](Br)(C)C. Given the product [OH:14][C:11]([CH3:13])([CH3:12])[C:10]([C:7]1[CH:8]=[CH:9][C:4]([CH2:3][CH2:2][P:16](=[O:17])([OH:23])[OH:20])=[CH:5][CH:6]=1)=[O:15], predict the reactants needed to synthesize it. (5) Given the product [Cl:15][C:12]1[CH:13]=[CH:14][C:9]([C:4]2[CH:5]=[CH:6][C:7]([CH3:8])=[C:2]([B:23]([OH:24])[OH:22])[CH:3]=2)=[CH:10][CH:11]=1, predict the reactants needed to synthesize it. The reactants are: Br[C:2]1[CH:3]=[C:4]([C:9]2[CH:14]=[CH:13][C:12]([Cl:15])=[CH:11][CH:10]=2)[CH:5]=[CH:6][C:7]=1[CH3:8].C([Li])CCC.C[O:22][B:23](OC)[O:24]C.Cl. (6) Given the product [CH:35]([N:22]1[CH2:21][C@@H:20]([CH3:38])[C@H:9]([CH2:10][N:11]([CH3:19])[C:12](=[O:18])[O:13][C:14]([CH3:16])([CH3:15])[CH3:17])[O:8][C:25]2[C:26]([N+:30]([O-:32])=[O:31])=[CH:27][CH:28]=[CH:29][C:24]=2[C:23]1=[O:34])([CH3:36])[CH3:37], predict the reactants needed to synthesize it. The reactants are: [Si]([O:8][C@H:9]([C@H:20]([CH3:38])[CH2:21][N:22]([CH:35]([CH3:37])[CH3:36])[C:23](=[O:34])[C:24]1[CH:29]=[CH:28][CH:27]=[C:26]([N+:30]([O-:32])=[O:31])[C:25]=1F)[CH2:10][N:11]([CH3:19])[C:12](=[O:18])[O:13][C:14]([CH3:17])([CH3:16])[CH3:15])(C(C)(C)C)(C)C.[F-].[Cs+]. (7) The reactants are: [N:1]1([CH2:7][CH2:8][CH2:9][C:10]2[N:15]=[C:14]([CH2:16]O)[CH:13]=[CH:12][CH:11]=2)[CH2:6][CH2:5][O:4][CH2:3][CH2:2]1.C(N(C(C)C)CC)(C)C.CS([Cl:31])(=O)=O. Given the product [Cl:31][CH2:16][C:14]1[N:15]=[C:10]([CH2:9][CH2:8][CH2:7][N:1]2[CH2:6][CH2:5][O:4][CH2:3][CH2:2]2)[CH:11]=[CH:12][CH:13]=1, predict the reactants needed to synthesize it. (8) Given the product [CH3:12][O:11][C:8]1[CH:9]=[CH:10][C:5]([C:3]2[N:20]=[C:17]3[CH:16]=[CH:15][C:14]([CH3:13])=[CH:19][N:18]3[CH:2]=2)=[CH:6][CH:7]=1, predict the reactants needed to synthesize it. The reactants are: Br[CH2:2][C:3]([C:5]1[CH:10]=[CH:9][C:8]([O:11][CH3:12])=[CH:7][CH:6]=1)=O.[CH3:13][C:14]1[CH:15]=[CH:16][C:17]([NH2:20])=[N:18][CH:19]=1.C(=O)([O-])[O-].[Na+].[Na+]. (9) Given the product [CH3:31][CH:32]1[O:37][CH2:36][CH2:35][N:34]([C:2]2[N:7]=[C:6]([C:8]3[CH:9]=[C:10]([OH:14])[CH:11]=[CH:12][CH:13]=3)[N:5]=[C:4]3[N:15]([C:18]4[CH:23]=[CH:22][CH:21]=[CH:20][CH:19]=4)[N:16]=[CH:17][C:3]=23)[CH2:33]1, predict the reactants needed to synthesize it. The reactants are: Br[C:2]1[N:7]=[C:6]([C:8]2[CH:9]=[C:10]([OH:14])[CH:11]=[CH:12][CH:13]=2)[N:5]=[C:4]2[N:15]([C:18]3[CH:23]=[CH:22][CH:21]=[CH:20][CH:19]=3)[N:16]=[CH:17][C:3]=12.FC(F)(F)C(O)=O.[CH3:31][CH:32]1[O:37][CH2:36][CH2:35][NH:34][CH2:33]1.